From a dataset of Forward reaction prediction with 1.9M reactions from USPTO patents (1976-2016). Predict the product of the given reaction. (1) Given the reactants C1(C)C=CC=CC=1.[O:8]([C:15]1[CH:16]=[C:17]([N:21]([CH2:29][C:30]2[CH:35]=[CH:34][CH:33]=[C:32](Br)[CH:31]=2)[CH2:22][CH:23]([OH:28])[C:24]([F:27])([F:26])[F:25])[CH:18]=[CH:19][CH:20]=1)[C:9]1[CH:14]=[CH:13][CH:12]=[CH:11][CH:10]=1.C([O-])([O-])=O.[K+].[K+].O(C1C=C(CC(NCC2C=C([C:71]3[CH:76]=[CH:75][CH:74]=[CH:73][C:72]=3[C:77]([F:80])([F:79])[F:78])C=CC=2)(O)C(F)(F)F)C=CC=1)C1C=CC=CC=1, predict the reaction product. The product is: [O:8]([C:15]1[CH:16]=[C:17]([N:21]([CH2:29][C:30]2[CH:31]=[C:32]([C:71]3[CH:76]=[CH:75][CH:74]=[CH:73][C:72]=3[C:77]([F:80])([F:79])[F:78])[CH:33]=[CH:34][CH:35]=2)[CH2:22][CH:23]([OH:28])[C:24]([F:27])([F:26])[F:25])[CH:18]=[CH:19][CH:20]=1)[C:9]1[CH:14]=[CH:13][CH:12]=[CH:11][CH:10]=1. (2) Given the reactants [O:1]1[CH2:5][CH:4]([OH:6])[CH:3]2[O:7][CH2:8][CH:9]([OH:10])[CH:2]12.[C:11]1(C)[C:12]([S:17](Cl)(=[O:19])=[O:18])=[CH:13][CH:14]=[CH:15][CH:16]=1.N1C=CC=C[CH:23]=1, predict the reaction product. The product is: [OH:6][C@H:4]1[C@H:3]2[O:7][CH2:8][C@H:9]([O:10][S:17]([C:12]3[CH:11]=[CH:16][C:15]([CH3:23])=[CH:14][CH:13]=3)(=[O:18])=[O:19])[C@H:2]2[O:1][CH2:5]1.[OH:6][C@@H:4]1[C@H:3]2[O:7][CH2:8][C@@H:9]([O:10][S:17]([C:12]3[CH:11]=[CH:16][C:15]([CH3:23])=[CH:14][CH:13]=3)(=[O:18])=[O:19])[C@H:2]2[O:1][CH2:5]1. (3) The product is: [CH:1]1([N:6]2[CH2:12][C:11]([F:14])([F:13])[C:10](=[O:15])[N:9]([CH3:16])[C:8]3[CH:17]=[N:18][C:19]([NH:21][C:22]4[CH:30]=[CH:29][C:25]([C:26]([NH:66][CH:63]5[CH2:64][CH2:65][N:60]([CH3:59])[CH2:61][CH2:62]5)=[O:27])=[CH:24][C:23]=4[C:31]([F:33])([F:34])[F:32])=[N:20][C:7]2=3)[CH2:5][CH2:4][CH2:3][CH2:2]1. Given the reactants [CH:1]1([N:6]2[CH2:12][C:11]([F:14])([F:13])[C:10](=[O:15])[N:9]([CH3:16])[C:8]3[CH:17]=[N:18][C:19]([NH:21][C:22]4[CH:30]=[CH:29][C:25]([C:26](O)=[O:27])=[CH:24][C:23]=4[C:31]([F:34])([F:33])[F:32])=[N:20][C:7]2=3)[CH2:5][CH2:4][CH2:3][CH2:2]1.CN(C(ON1N=NC2C=CC=NC1=2)=[N+](C)C)C.F[P-](F)(F)(F)(F)F.[CH3:59][N:60]1[CH2:65][CH2:64][CH:63]([NH2:66])[CH2:62][CH2:61]1, predict the reaction product. (4) Given the reactants Cl[C:2]1[CH:7]=[CH:6][C:5]([N+:8]([O-:10])=[O:9])=[CH:4][N:3]=1.[CH3:11][NH:12][CH3:13].O, predict the reaction product. The product is: [CH3:11][N:12]([CH3:13])[C:2]1[CH:7]=[CH:6][C:5]([N+:8]([O-:10])=[O:9])=[CH:4][N:3]=1. (5) Given the reactants [CH3:1][O:2][C:3]1[CH:22]=[CH:21][C:6]([CH2:7][C@@H:8]2[C:12]3=[N:13][C:14]4[CH:19]=[CH:18][CH:17]=[CH:16][C:15]=4[N:11]3[C:10](=[O:20])[NH:9]2)=[CH:5][CH:4]=1.[CH:23]1([NH2:30])[CH2:29][CH2:28][CH2:27][CH2:26][CH2:25][CH2:24]1.C(O)(C(F)(F)F)=O, predict the reaction product. The product is: [NH:11]1[C:15]2[CH:16]=[CH:17][CH:18]=[CH:19][C:14]=2[N:13]=[C:12]1[C@H:8]([NH:9][C:10]([NH:30][CH:23]1[CH2:29][CH2:28][CH2:27][CH2:26][CH2:25][CH2:24]1)=[O:20])[CH2:7][C:6]1[CH:5]=[CH:4][C:3]([O:2][CH3:1])=[CH:22][CH:21]=1. (6) Given the reactants [Cl:1][C:2]1[C:7]2[O:8][C:9]3[CH2:14][CH2:13][N:12]([C:15]([O:17][C:18]([CH3:21])([CH3:20])[CH3:19])=[O:16])[CH2:11][C:10]=3[C:6]=2[CH:5]=[C:4](Br)[CH:3]=1.[F:23][C:24]([F:35])([F:34])[C:25]1[CH:26]=[C:27]([S:31]([O-:33])=[O:32])[CH:28]=[CH:29][CH:30]=1.[Na+], predict the reaction product. The product is: [Cl:1][C:2]1[C:7]2[O:8][C:9]3[CH2:14][CH2:13][N:12]([C:15]([O:17][C:18]([CH3:21])([CH3:20])[CH3:19])=[O:16])[CH2:11][C:10]=3[C:6]=2[CH:5]=[C:4]([S:31]([C:27]2[CH:28]=[CH:29][CH:30]=[C:25]([C:24]([F:23])([F:34])[F:35])[CH:26]=2)(=[O:33])=[O:32])[CH:3]=1. (7) Given the reactants [C:1]([C:3]1[N:4]=[CH:5][C:6]([NH:9][C:10]2[CH:15]=[C:14]([NH:16][CH2:17][CH:18]3[CH2:23][CH2:22][CH2:21][N:20]([C:24]([O:26][C:27]([CH3:30])([CH3:29])[CH3:28])=[O:25])[CH2:19]3)[C:13]([N:31]3[CH:35]=[CH:34][C:33]([C:36]([O:38]CC)=[O:37])=[CH:32]3)=[CH:12][N:11]=2)=[N:7][CH:8]=1)#[N:2].[OH-].[K+], predict the reaction product. The product is: [C:27]([O:26][C:24]([N:20]1[CH2:21][CH2:22][CH2:23][CH:18]([CH2:17][NH:16][C:14]2[CH:15]=[C:10]([NH:9][C:6]3[CH:5]=[N:4][C:3]([C:1]#[N:2])=[CH:8][N:7]=3)[N:11]=[CH:12][C:13]=2[N:31]2[CH:35]=[CH:34][C:33]([C:36]([OH:38])=[O:37])=[CH:32]2)[CH2:19]1)=[O:25])([CH3:30])([CH3:28])[CH3:29]. (8) The product is: [CH3:1][O:2][C:3](=[O:14])[CH2:4][C:5]1[C:13]2[C:8](=[CH:9][CH:10]=[CH:11][CH:12]=2)[N:7]([CH3:17])[CH:6]=1. Given the reactants [CH3:1][O:2][C:3](=[O:14])[CH2:4][C:5]1[C:13]2[C:8](=[CH:9][CH:10]=[CH:11][CH:12]=2)[NH:7][CH:6]=1.[H-].[Na+].[CH3:17]I.Cl, predict the reaction product. (9) Given the reactants [NH2:1][C:2]1[CH:10]=[CH:9][C:8]([Cl:11])=[CH:7][C:3]=1[C:4]([OH:6])=[O:5].[CH3:12]OC(OC)OC.[N-:19]=[N+:20]=[N-:21].[Na+], predict the reaction product. The product is: [Cl:11][C:8]1[CH:9]=[CH:10][C:2]([N:1]2[CH:12]=[N:21][N:20]=[N:19]2)=[C:3]([CH:7]=1)[C:4]([OH:6])=[O:5]. (10) Given the reactants Br[C:2]1[CH:3]=[C:4]2[C:9](=[CH:10][CH:11]=1)[NH:8][C:7](=[O:12])[N:6]([CH3:13])[CH:5]2[C:14]1[CH:19]=[CH:18][C:17]([Cl:20])=[CH:16][CH:15]=1.[CH3:21][C:22]1[C:26](B(O)O)=[C:25]([CH3:30])[O:24][N:23]=1.C([O-])([O-])=O.[Na+].[Na+], predict the reaction product. The product is: [Cl:20][C:17]1[CH:18]=[CH:19][C:14]([CH:5]2[C:4]3[C:9](=[CH:10][CH:11]=[C:2]([C:26]4[C:22]([CH3:21])=[N:23][O:24][C:25]=4[CH3:30])[CH:3]=3)[NH:8][C:7](=[O:12])[N:6]2[CH3:13])=[CH:15][CH:16]=1.